This data is from Full USPTO retrosynthesis dataset with 1.9M reactions from patents (1976-2016). The task is: Predict the reactants needed to synthesize the given product. (1) Given the product [NH2:8][C:9]1[O:17][C:16]2[C:11](=[N:12][CH:13]=[C:14]([CH2:18][N:19]3[CH2:24][CH2:23][N:22]([CH3:25])[CH2:21][CH2:20]3)[CH:15]=2)[C:10]=1[C:26]([NH:28][C:29]1[CH:30]=[N:31][CH:32]=[CH:33][C:34]=1[N:35]1[CH2:40][C@H:39]([C:41]([F:42])([F:44])[F:43])[CH2:38][C@H:37]([NH2:45])[CH2:36]1)=[O:27], predict the reactants needed to synthesize it. The reactants are: C(OC([NH:8][C:9]1[O:17][C:16]2[C:11](=[N:12][CH:13]=[C:14]([CH2:18][N:19]3[CH2:24][CH2:23][N:22]([CH3:25])[CH2:21][CH2:20]3)[CH:15]=2)[C:10]=1[C:26]([NH:28][C:29]1[CH:30]=[N:31][CH:32]=[CH:33][C:34]=1[N:35]1[CH2:40][C@H:39]([C:41]([F:44])([F:43])[F:42])[CH2:38][C@H:37]([NH:45]C(=O)OC(C)(C)C)[CH2:36]1)=[O:27])=O)(C)(C)C.Cl.O1CCOCC1. (2) Given the product [Cl:36][CH2:4][CH2:3][CH2:2][NH:1][CH2:5][CH2:6][N:7]1[CH:11]=[C:10]([C:12]2[CH:17]=[CH:16][C:15]([F:18])=[C:14]([CH3:19])[CH:13]=2)[N:9]=[C:8]1[CH:20]1[CH2:25][CH2:24][N:23]([C:26]2[N:31]=[CH:30][N:29]=[C:28]([NH2:32])[C:27]=2[CH:33]([CH3:35])[CH3:34])[CH2:22][CH2:21]1, predict the reactants needed to synthesize it. The reactants are: [N:1]1([CH2:5][CH2:6][N:7]2[CH:11]=[C:10]([C:12]3[CH:17]=[CH:16][C:15]([F:18])=[C:14]([CH3:19])[CH:13]=3)[N:9]=[C:8]2[CH:20]2[CH2:25][CH2:24][N:23]([C:26]3[N:31]=[CH:30][N:29]=[C:28]([NH2:32])[C:27]=3[CH:33]([CH3:35])[CH3:34])[CH2:22][CH2:21]2)[CH2:4][CH2:3][CH2:2]1.[ClH:36].O1CCOCC1. (3) Given the product [CH3:32][O:18][P:15]([C:12]1[CH:13]=[CH:14][C:9]([O:8][C:7]2[CH:19]=[C:20]([C:22](=[O:29])[NH:23][C:24]3[S:25][CH:26]=[CH:27][N:28]=3)[CH:21]=[C:5]([O:4][CH:1]([CH3:3])[CH3:2])[CH:6]=2)=[CH:10][CH:11]=1)(=[O:17])[OH:16], predict the reactants needed to synthesize it. The reactants are: [CH:1]([O:4][C:5]1[CH:6]=[C:7]([CH:19]=[C:20]([C:22](=[O:29])[NH:23][C:24]2[S:25][CH:26]=[CH:27][N:28]=2)[CH:21]=1)[O:8][C:9]1[CH:14]=[CH:13][C:12]([P:15](=[O:18])([OH:17])[OH:16])=[CH:11][CH:10]=1)([CH3:3])[CH3:2].CO.[CH3:32]CN=C=NCCCN(C)C.[OH-].[Na+]. (4) Given the product [CH2:1]([C:31]1[N:30]=[CH:29][C:34]([C:25]([N:21]2[CH2:20][C@@H:19]3[CH2:24][C@H:22]2[CH2:23][N:18]3[C@H:16]([C:13]2[CH:14]=[CH:15][C:10]([O:9][CH2:8][CH2:7][O:6][CH3:5])=[C:11]([CH3:28])[C:12]=2[CH3:27])[CH3:17])=[O:26])=[CH:33][CH:32]=1)[CH3:2], predict the reactants needed to synthesize it. The reactants are: [CH3:1][CH2:2][Mg+].[Br-].[CH3:5][O:6][CH2:7][CH2:8][O:9][C:10]1[CH:15]=[CH:14][C:13]([C@@H:16]([N:18]2[CH2:23][C@@H:22]3[CH2:24][C@H:19]2[CH2:20][N:21]3[CH:25]=[O:26])[CH3:17])=[C:12]([CH3:27])[C:11]=1[CH3:28].[CH3:29][N:30]1[CH2:34][CH2:33][CH2:32][C:31]1=O. (5) Given the product [F:1][C:2]1[CH:7]=[CH:6][C:5]([C:8]2[C:17]([N:18]3[CH2:22][CH2:21][CH2:20][C@@H:19]3[CH3:23])=[N:16][C:15]3[C:10](=[CH:11][CH:12]=[C:13]([C:24]([OH:26])=[O:25])[CH:14]=3)[N:9]=2)=[C:4]([CH3:28])[CH:3]=1, predict the reactants needed to synthesize it. The reactants are: [F:1][C:2]1[CH:7]=[CH:6][C:5]([C:8]2[C:17]([N:18]3[CH2:22][CH2:21][CH2:20][C@@H:19]3[CH3:23])=[N:16][C:15]3[C:10](=[CH:11][CH:12]=[C:13]([C:24]([O:26]C)=[O:25])[CH:14]=3)[N:9]=2)=[C:4]([CH3:28])[CH:3]=1.[OH-].[Na+]. (6) Given the product [CH2:16]([O:8][C:5]1[CH:6]=[CH:7][C:2]([Br:1])=[CH:3][CH:4]=1)[C:17]1[CH:22]=[CH:21][CH:20]=[CH:19][CH:18]=1, predict the reactants needed to synthesize it. The reactants are: [Br:1][C:2]1[CH:7]=[CH:6][C:5]([OH:8])=[CH:4][CH:3]=1.C([O-])([O-])=O.[K+].[K+].Br[CH2:16][C:17]1[CH:22]=[CH:21][CH:20]=[CH:19][CH:18]=1. (7) Given the product [NH2:37][CH2:36][C:35]1[C:15]2[C:16](=[N:17][C:18]([C:26]3[CH:31]=[CH:30][C:29]([F:32])=[CH:28][CH:27]=3)=[C:19]([C:20]3[CH:25]=[CH:24][N:23]=[CH:22][CH:21]=3)[C:14]=2[C:11]2[CH:12]=[CH:13][C:8]([F:7])=[CH:9][CH:10]=2)[NH:33][N:34]=1, predict the reactants needed to synthesize it. The reactants are: [H-].[H-].[H-].[H-].[Li+].[Al+3].[F:7][C:8]1[CH:13]=[CH:12][C:11]([C:14]2[C:19]([C:20]3[CH:25]=[CH:24][N:23]=[CH:22][CH:21]=3)=[C:18]([C:26]3[CH:31]=[CH:30][C:29]([F:32])=[CH:28][CH:27]=3)[N:17]=[C:16]3[NH:33][N:34]=[C:35]([C:36]#[N:37])[C:15]=23)=[CH:10][CH:9]=1.[OH-].[Na+]. (8) Given the product [CH3:39][S:40]([OH:43])(=[O:42])=[O:41].[O:19]1[C:22]2[CH:23]=[CH:24][CH:25]=[CH:26][C:21]=2[N:20]=[C:17]1[C:15]1[CH:14]=[CH:13][C:5]2[N:6]([CH:7]3[CH2:8][CH2:9][O:10][CH2:11][CH2:12]3)[C:2]([CH3:1])=[N:3][C:4]=2[CH:16]=1, predict the reactants needed to synthesize it. The reactants are: [CH3:1][C:2]1[N:6]([CH:7]2[CH2:12][CH2:11][O:10][CH2:9][CH2:8]2)[C:5]2[CH:13]=[CH:14][C:15]([C:17]([OH:19])=O)=[CH:16][C:4]=2[N:3]=1.[NH2:20][C:21]1[CH:26]=[CH:25][CH:24]=[CH:23][C:22]=1O.CCN=C=NCCCN(C)C.[CH3:39][S:40]([OH:43])(=[O:42])=[O:41]. (9) Given the product [Cl:1][C:2]1[CH:7]=[CH:6][C:5]([NH2:8])=[C:4]([CH:12]2[CH2:14][CH2:13]2)[CH:3]=1, predict the reactants needed to synthesize it. The reactants are: [Cl:1][C:2]1[CH:7]=[CH:6][C:5]([NH:8]C(=O)C)=[C:4]([CH:12]2[CH2:14][CH2:13]2)[CH:3]=1.Cl.